This data is from Forward reaction prediction with 1.9M reactions from USPTO patents (1976-2016). The task is: Predict the product of the given reaction. (1) Given the reactants [CH3:1][C:2]1[N:7]=[CH:6][C:5](Br)=[CH:4][CH:3]=1.[Li]CCCC.CCCCCC.[CH3:20][C:21]1([CH3:33])[C:30]2[C:25](=[CH:26][C:27]([Br:31])=[CH:28][CH:29]=2)[C:24](=O)[CH2:23][CH2:22]1.CC1C=CC(S(O)(=O)=O)=CC=1, predict the reaction product. The product is: [CH3:1][C:2]1[N:7]=[CH:6][C:5]([C:24]2[C:25]3[C:30](=[CH:29][CH:28]=[C:27]([Br:31])[CH:26]=3)[C:21]([CH3:33])([CH3:20])[CH2:22][CH:23]=2)=[CH:4][CH:3]=1. (2) The product is: [Cl:6][C:7]1[CH:8]=[C:9]([CH:17]([CH2:21][C@H:22]2[CH2:42][CH2:41][C:24]3([O:28][C@H:27]([C:29]4[CH:30]=[CH:31][CH:32]=[CH:33][CH:34]=4)[C@@H:26]([C:35]4[CH:40]=[CH:39][CH:38]=[CH:37][CH:36]=4)[O:25]3)[CH2:23]2)[C:18]([N:4]([O:3][CH3:2])[CH3:5])=[O:20])[CH:10]=[CH:11][C:12]=1[S:13]([CH3:16])(=[O:15])=[O:14]. Given the reactants Cl.[CH3:2][O:3][NH:4][CH3:5].[Cl:6][C:7]1[CH:8]=[C:9]([CH:17]([CH2:21][C@H:22]2[CH2:42][CH2:41][C:24]3([O:28][C@H:27]([C:29]4[CH:34]=[CH:33][CH:32]=[CH:31][CH:30]=4)[C@@H:26]([C:35]4[CH:40]=[CH:39][CH:38]=[CH:37][CH:36]=4)[O:25]3)[CH2:23]2)[C:18]([OH:20])=O)[CH:10]=[CH:11][C:12]=1[S:13]([CH3:16])(=[O:15])=[O:14].Cl.CN(C)CCCN=C=NCC.ON1C2C=CC=CC=2N=N1, predict the reaction product. (3) Given the reactants [CH:1]1([C:4]2[C:8]([C:9]#[N:10])=[CH:7][N:6]([C:11]3[CH:12]=[N:13][C:14]([C:17]([F:20])([F:19])[F:18])=[CH:15][CH:16]=3)[N:5]=2)[CH2:3][CH2:2]1, predict the reaction product. The product is: [CH:1]1([C:4]2[C:8]([CH2:9][NH2:10])=[CH:7][N:6]([C:11]3[CH:12]=[N:13][C:14]([C:17]([F:18])([F:20])[F:19])=[CH:15][CH:16]=3)[N:5]=2)[CH2:3][CH2:2]1. (4) Given the reactants [Cl:1][C:2]1[C:3]([C:13]#[N:14])=[CH:4][C:5]([O:11][CH3:12])=[C:6]([CH:10]=1)[C:7](O)=[O:8].C1COCC1.B.CSC, predict the reaction product. The product is: [Cl:1][C:2]1[CH:10]=[C:6]([CH2:7][OH:8])[C:5]([O:11][CH3:12])=[CH:4][C:3]=1[C:13]#[N:14]. (5) The product is: [OH:1][C:2]1[CH:7]=[CH:6][C:5]([CH2:8][CH2:9][C:10](=[O:15])[CH2:11][C:12](=[O:14])[CH3:13])=[CH:4][C:3]=1[O:16][CH3:17]. Given the reactants [OH:1][C:2]1[CH:7]=[CH:6][C:5](/[CH:8]=[CH:9]/[C:10](=[O:15])[CH2:11][C:12](=[O:14])[CH3:13])=[CH:4][C:3]=1[O:16][CH3:17].[H][H], predict the reaction product. (6) Given the reactants [C:1]([S:4][CH:5]1[CH2:10][CH2:9][N:8](C(OC(C)(C)C)=O)[CH2:7][CH2:6]1)(=[O:3])[CH3:2].C(OCC)(=O)C.[ClH:24], predict the reaction product. The product is: [ClH:24].[C:1]([S:4][CH:5]1[CH2:10][CH2:9][NH:8][CH2:7][CH2:6]1)(=[O:3])[CH3:2].